Predict which catalyst facilitates the given reaction. From a dataset of Catalyst prediction with 721,799 reactions and 888 catalyst types from USPTO. (1) Reactant: [CH2:1]([C:8]1[C:9]([O:29][C:30]2[CH:35]=[CH:34][C:33]([F:36])=[CH:32][C:31]=2[CH:37](O)[CH3:38])=[N:10][C:11]2[C:16]([CH:17]=1)=[CH:15][C:14]([N:18]1[CH:22]=[C:21]([C:23]3[CH:28]=[CH:27][CH:26]=[CH:25][CH:24]=3)[N:20]=[N:19]1)=[CH:13][CH:12]=2)[C:2]1[CH:7]=[CH:6][CH:5]=[CH:4][CH:3]=1.S(Cl)([Cl:42])=O. Product: [CH2:1]([C:8]1[C:9]([O:29][C:30]2[CH:35]=[CH:34][C:33]([F:36])=[CH:32][C:31]=2[CH:37]([Cl:42])[CH3:38])=[N:10][C:11]2[C:16]([CH:17]=1)=[CH:15][C:14]([N:18]1[CH:22]=[C:21]([C:23]3[CH:28]=[CH:27][CH:26]=[CH:25][CH:24]=3)[N:20]=[N:19]1)=[CH:13][CH:12]=2)[C:2]1[CH:7]=[CH:6][CH:5]=[CH:4][CH:3]=1. The catalyst class is: 10. (2) Reactant: [Br:1][C:2]1[CH:3]=[C:4]([C:10]([C:12]2[C:17]([Cl:18])=[CH:16][C:15]([C:19]([F:22])([F:21])[F:20])=[CH:14][N:13]=2)=O)[CH:5]=[CH:6][C:7]=1[O:8][CH3:9].Cl.[NH2:24][OH:25]. Product: [Br:1][C:2]1[CH:3]=[C:4]([C:10]([C:12]2[C:17]([Cl:18])=[CH:16][C:15]([C:19]([F:22])([F:21])[F:20])=[CH:14][N:13]=2)=[N:24][OH:25])[CH:5]=[CH:6][C:7]=1[O:8][CH3:9]. The catalyst class is: 17. (3) Reactant: [NH:1]1[C:5]2[CH:6]=[CH:7][C:8]([NH2:10])=[CH:9][C:4]=2[N:3]=[CH:2]1.[N:11]1[S:15][N:14]=[C:13]2[CH:16]=[C:17]([CH:20]=O)[CH:18]=[CH:19][C:12]=12.C([O:24][C:25](=O)[C:26](=[O:35])[CH2:27][C:28]1[CH:33]=[CH:32][CH:31]=[C:30]([OH:34])[CH:29]=1)C. Product: [NH:1]1[C:5]2[CH:6]=[CH:7][C:8]([N:10]3[CH:20]([C:17]4[CH:18]=[CH:19][C:12]5=[N:11][S:15][N:14]=[C:13]5[CH:16]=4)[C:27]([C:28]4[CH:33]=[CH:32][CH:31]=[C:30]([OH:34])[CH:29]=4)=[C:26]([OH:35])[C:25]3=[O:24])=[CH:9][C:4]=2[N:3]=[CH:2]1. The catalyst class is: 8. (4) Reactant: [Cl:1][C:2]1[CH:3]=[C:4]([C@H:8]([O:22][CH2:23][C:24]#[N:25])[C@@H:9]2[CH2:14][CH2:13][CH2:12][N:11]([C:15]([O:17][C:18]([CH3:21])([CH3:20])[CH3:19])=[O:16])[CH2:10]2)[CH:5]=[CH:6][CH:7]=1.S(C)C.CO. The catalyst class is: 1. Product: [NH2:25][CH2:24][CH2:23][O:22][C@@H:8]([C:4]1[CH:5]=[CH:6][CH:7]=[C:2]([Cl:1])[CH:3]=1)[C@@H:9]1[CH2:14][CH2:13][CH2:12][N:11]([C:15]([O:17][C:18]([CH3:21])([CH3:19])[CH3:20])=[O:16])[CH2:10]1. (5) Reactant: [F:1][CH:2]([F:17])[O:3][C:4]1[CH:12]=[C:11]2[C:7]([C:8]([C:15]#[N:16])=[CH:9][N:10]2[CH2:13][CH3:14])=[CH:6][CH:5]=1.B(O[CH:28]([CH3:30])[CH3:29])(OC(C)C)OC(C)C.[Li+].CC([N-]C(C)C)C.CC(C)=[O:41].C(=O)=O.I[C:47]1[CH:53]=[CH:52][C:50]([NH2:51])=[CH:49][CH:48]=1.C([O-])([O-])=O.[K+].[K+]. Product: [NH2:51][C:50]1[CH:52]=[CH:53][C:47]([C:9]2[N:10]([CH2:13][CH:14]3[CH2:29][CH2:28][CH2:30][O:41]3)[C:11]3[C:7]([C:8]=2[C:15]#[N:16])=[CH:6][CH:5]=[C:4]([O:3][CH:2]([F:1])[F:17])[CH:12]=3)=[CH:48][CH:49]=1. The catalyst class is: 118.